This data is from Full USPTO retrosynthesis dataset with 1.9M reactions from patents (1976-2016). The task is: Predict the reactants needed to synthesize the given product. Given the product [CH3:38][CH:37]([O:1][C:2]1[CH:3]=[C:4]([CH:31]=[CH:32][C:33]=1[O:34][CH3:35])[CH2:5][CH:6]1[C:15]2[C:10](=[CH:11][C:12]([O:18][CH3:19])=[C:13]([O:16][CH3:17])[CH:14]=2)[CH2:9][CH2:8][N:7]1[CH2:20][C:21]([NH:23][CH2:24][C:25]1[CH:30]=[CH:29][CH:28]=[CH:27][CH:26]=1)=[O:22])[CH2:39][CH3:40], predict the reactants needed to synthesize it. The reactants are: [OH:1][C:2]1[CH:3]=[C:4]([CH:31]=[CH:32][C:33]=1[O:34][CH3:35])[CH2:5][CH:6]1[C:15]2[C:10](=[CH:11][C:12]([O:18][CH3:19])=[C:13]([O:16][CH3:17])[CH:14]=2)[CH2:9][CH2:8][N:7]1[CH2:20][C:21]([NH:23][CH2:24][C:25]1[CH:30]=[CH:29][CH:28]=[CH:27][CH:26]=1)=[O:22].Br[CH:37]([CH2:39][CH3:40])[CH3:38].